This data is from Forward reaction prediction with 1.9M reactions from USPTO patents (1976-2016). The task is: Predict the product of the given reaction. Given the reactants [CH2:1]([N:8]([C:17](=[O:31])[C:18]([C:20]1[C:25]([CH2:26][CH3:27])=[CH:24][C:23]([CH3:28])=[CH:22][C:21]=1[CH2:29][CH3:30])=O)[N:9]=[C:10]([CH3:16])[CH2:11][S:12]([CH3:15])(=[O:14])=[O:13])[C:2]1[CH:7]=[CH:6][CH:5]=[CH:4][CH:3]=1.C1(C)C=CC=CC=1.C(=O)([O-])[O-].[K+].[K+], predict the reaction product. The product is: [CH2:1]([N:8]1[C:17](=[O:31])[C:18]([C:20]2[C:25]([CH2:26][CH3:27])=[CH:24][C:23]([CH3:28])=[CH:22][C:21]=2[CH2:29][CH3:30])=[C:11]([S:12]([CH3:15])(=[O:14])=[O:13])[C:10]([CH3:16])=[N:9]1)[C:2]1[CH:7]=[CH:6][CH:5]=[CH:4][CH:3]=1.